Task: Predict the product of the given reaction.. Dataset: Forward reaction prediction with 1.9M reactions from USPTO patents (1976-2016) (1) Given the reactants C1(P(C2C=CC=CC=2)C2C=CC=CC=2)C=CC=CC=1.[N:20]([CH2:23][CH2:24][CH2:25][N:26]1[C:30]([CH3:31])=[CH:29][C:28]2[CH:32]=[C:33]([C:35]([C:37]3[CH:42]=[CH:41][C:40]([O:43][CH3:44])=[CH:39][CH:38]=3)=[O:36])[S:34][C:27]1=2)=[N+]=[N-].O.C(N(CC)CC)C.[C:53]1([S:59](Cl)(=[O:61])=[O:60])[CH:58]=[CH:57][CH:56]=[CH:55][CH:54]=1, predict the reaction product. The product is: [CH3:44][O:43][C:40]1[CH:41]=[CH:42][C:37]([C:35]([C:33]2[S:34][C:27]3[N:26]([CH2:25][CH2:24][CH2:23][NH:20][S:59]([C:53]4[CH:58]=[CH:57][CH:56]=[CH:55][CH:54]=4)(=[O:61])=[O:60])[C:30]([CH3:31])=[CH:29][C:28]=3[CH:32]=2)=[O:36])=[CH:38][CH:39]=1. (2) Given the reactants [C:1]([O:5][C:6]([N:8]1[CH2:13][CH2:12][CH:11]([NH:14][CH2:15][C:16]2[C:21]([CH3:22])=[CH:20][CH:19]=[CH:18][N:17]=2)[CH2:10][CH2:9]1)=[O:7])([CH3:4])([CH3:3])[CH3:2].[C:23]([O:27][C:28]([N:30]1[C:34]2[CH:35]=[CH:36][CH:37]=[C:38]([CH2:39]Br)[C:33]=2[N:32]=[CH:31]1)=[O:29])([CH3:26])([CH3:25])[CH3:24].CCN(C(C)C)C(C)C, predict the reaction product. The product is: [C:23]([O:27][C:28]([N:30]1[C:34]2[CH:35]=[CH:36][CH:37]=[C:38]([CH2:39][N:14]([CH:11]3[CH2:12][CH2:13][N:8]([C:6]([O:5][C:1]([CH3:4])([CH3:3])[CH3:2])=[O:7])[CH2:9][CH2:10]3)[CH2:15][C:16]3[C:21]([CH3:22])=[CH:20][CH:19]=[CH:18][N:17]=3)[C:33]=2[N:32]=[CH:31]1)=[O:29])([CH3:26])([CH3:25])[CH3:24]. (3) Given the reactants [CH3:1][CH2:2][CH2:3][CH2:4][CH2:5][CH2:6][CH2:7][C:8]([O:10][CH2:11][CH:12]([OH:24])[CH2:13][O:14][C:15]([CH2:17][CH2:18][CH2:19][CH2:20][CH2:21][CH2:22][CH3:23])=[O:16])=[O:9].[CH3:25][CH2:26]/[CH:27]=[CH:28]\[CH2:29]/[CH:30]=[CH:31]\[CH2:32]/[CH:33]=[CH:34]\[CH2:35]/[CH:36]=[CH:37]\[CH2:38]/[CH:39]=[CH:40]\[CH2:41][CH2:42][CH2:43][C:44](O)=[O:45].CN(C1C=CC=CN=1)C.C1(N=C=NC2CCCCC2)CCCCC1, predict the reaction product. The product is: [C:8]([O:10][CH2:11][CH:12]([CH2:13][O:14][C:15](=[O:16])[CH2:17][CH2:18][CH2:19][CH2:20][CH2:21][CH2:22][CH3:23])[O:24][C:44](=[O:45])[CH:43]=[CH:42][CH:41]=[CH:40][CH:39]=[CH:38][CH:37]=[CH:36][CH:35]=[CH:34][CH2:33][CH2:32][CH2:31][CH2:30][CH2:29][CH2:28][CH2:27][CH2:26][CH3:25])(=[O:9])[CH2:7][CH2:6][CH2:5][CH2:4][CH2:3][CH2:2][CH3:1]. (4) Given the reactants [F:1][C:2]1[CH:3]=[C:4]([C:11]([CH3:22])([CH3:21])[CH2:12][C:13]([OH:20])([C:16]([F:19])([F:18])[F:17])[CH:14]=O)[C:5]2[O:9][CH2:8][CH2:7][C:6]=2[CH:10]=1.[NH2:23][C:24]1[CH:33]=[CH:32][CH:31]=[C:30]2[C:25]=1[CH:26]=[CH:27][C:28](=[O:34])[NH:29]2.C([BH3-])#N.[Na+], predict the reaction product. The product is: [F:1][C:2]1[CH:3]=[C:4]([C:11]([CH3:22])([CH3:21])[CH2:12][C:13]([OH:20])([C:16]([F:17])([F:18])[F:19])[CH2:14][NH:23][C:24]2[CH:33]=[CH:32][CH:31]=[C:30]3[C:25]=2[CH:26]=[CH:27][C:28](=[O:34])[NH:29]3)[C:5]2[O:9][CH2:8][CH2:7][C:6]=2[CH:10]=1. (5) Given the reactants [CH:1]1([N:6]2[C:10]3[N:11]=[C:12]([NH:15][C:16]4[CH:24]=[CH:23][C:19]([C:20](O)=[O:21])=[CH:18][N:17]=4)[N:13]=[CH:14][C:9]=3[CH:8]=[C:7]2[C:25](=[O:29])[N:26]([CH3:28])[CH3:27])[CH2:5][CH2:4][CH2:3][CH2:2]1.[C:30]([O:34][C:35]([N:37]1[CH:43]2[CH2:44][CH2:45][CH:38]1[CH2:39][NH:40][CH2:41][CH2:42]2)=[O:36])([CH3:33])([CH3:32])[CH3:31], predict the reaction product. The product is: [C:30]([O:34][C:35]([N:37]1[CH:43]2[CH2:44][CH2:45][CH:38]1[CH2:39][N:40]([C:20]([C:19]1[CH:18]=[N:17][C:16]([NH:15][C:12]3[N:13]=[CH:14][C:9]4[CH:8]=[C:7]([C:25](=[O:29])[N:26]([CH3:28])[CH3:27])[N:6]([CH:1]5[CH2:5][CH2:4][CH2:3][CH2:2]5)[C:10]=4[N:11]=3)=[CH:24][CH:23]=1)=[O:21])[CH2:41][CH2:42]2)=[O:36])([CH3:33])([CH3:31])[CH3:32]. (6) Given the reactants C([O:3][C:4](=[O:21])[C:5]([S:12][C:13]1[CH:18]=[CH:17][C:16]([O:19][CH3:20])=[CH:15][CH:14]=1)([CH3:11])[CH2:6][CH:7]=[C:8]([CH3:10])[CH3:9])C, predict the reaction product. The product is: [CH3:20][O:19][C:16]1[CH:15]=[CH:14][C:13]([S:12][C:5]([CH3:11])([CH2:6][CH:7]=[C:8]([CH3:10])[CH3:9])[C:4]([OH:21])=[O:3])=[CH:18][CH:17]=1. (7) Given the reactants [Cl:1][C:2]1[C:18]([CH3:19])=[C:17]([C:20]2[C:28]3[C:27]([Cl:29])=[N:26][CH:25]=[N:24][C:23]=3[S:22][CH:21]=2)[CH:16]=[CH:15][C:3]=1[O:4][Si:5]([CH:12]([CH3:14])[CH3:13])([CH:9]([CH3:11])[CH3:10])[CH:6]([CH3:8])[CH3:7].C([N-]C(C)C)(C)C.[Li+].[C:38](OC(=O)C)(=[O:40])[CH3:39].[NH4+].[Cl-], predict the reaction product. The product is: [Cl:29][C:27]1[C:28]2[C:20]([C:17]3[CH:16]=[CH:15][C:3]([O:4][Si:5]([CH:6]([CH3:7])[CH3:8])([CH:12]([CH3:13])[CH3:14])[CH:9]([CH3:10])[CH3:11])=[C:2]([Cl:1])[C:18]=3[CH3:19])=[C:21]([C:38](=[O:40])[CH3:39])[S:22][C:23]=2[N:24]=[CH:25][N:26]=1.